Task: Predict the reactants needed to synthesize the given product.. Dataset: Full USPTO retrosynthesis dataset with 1.9M reactions from patents (1976-2016) (1) Given the product [OH:19][CH2:18][C:17]1[CH:21]=[C:22]([C:24]([F:27])([F:25])[F:26])[N:23]=[C:15]([O:14][CH:11]2[CH2:12][CH2:13][N:8]([C:6]([O:5][C:1]([CH3:4])([CH3:3])[CH3:2])=[O:7])[CH2:9][CH2:10]2)[CH:16]=1, predict the reactants needed to synthesize it. The reactants are: [C:1]([O:5][C:6]([N:8]1[CH2:13][CH2:12][CH:11]([O:14][C:15]2[CH:16]=[C:17]([CH:21]=[C:22]([C:24]([F:27])([F:26])[F:25])[N:23]=2)[C:18](O)=[O:19])[CH2:10][CH2:9]1)=[O:7])([CH3:4])([CH3:3])[CH3:2].C[Si](C=[N+]=[N-])(C)C.CCOCC.[BH4-].[Na+]. (2) The reactants are: [NH2:1][C:2]1[CH:10]=[C:6]([C:7]([OH:9])=[O:8])[C:5]([OH:11])=[CH:4][CH:3]=1.[N+:12]([C:15]1[CH:23]=[CH:22][C:18]([C:19](Cl)=[O:20])=[CH:17][CH:16]=1)([O-:14])=[O:13]. Given the product [N+:12]([C:15]1[CH:16]=[CH:17][C:18]([C:19]([NH:1][C:2]2[CH:10]=[C:6]([C:7]([OH:9])=[O:8])[C:5]([OH:11])=[CH:4][CH:3]=2)=[O:20])=[CH:22][CH:23]=1)([O-:14])=[O:13], predict the reactants needed to synthesize it. (3) Given the product [C:11]([O:15][C:16]([N:18]1[C@H:22]([CH:23]=[O:24])[CH2:21][O:20][C:19]1([CH3:26])[CH3:25])=[O:17])([CH3:14])([CH3:13])[CH3:12], predict the reactants needed to synthesize it. The reactants are: S(=O)(=O)=O.N1C=CC=CC=1.[C:11]([O:15][C:16]([N:18]1[C@@H:22]([CH2:23][OH:24])[CH2:21][O:20][C:19]1([CH3:26])[CH3:25])=[O:17])([CH3:14])([CH3:13])[CH3:12].O. (4) Given the product [N+:12]([C:8]1[CH:7]=[C:6]([CH:5]2[CH:4]3[CH:3]2[CH2:2][N:34]([CH2:33][CH2:32][CH2:31][C:25]2[CH:30]=[CH:29][CH:28]=[CH:27][CH:26]=2)[C:15]3=[O:17])[CH:11]=[CH:10][CH:9]=1)([O-:14])=[O:13], predict the reactants needed to synthesize it. The reactants are: Br[CH2:2][CH:3]1[CH:5]([C:6]2[CH:11]=[CH:10][CH:9]=[C:8]([N+:12]([O-:14])=[O:13])[CH:7]=2)[CH:4]1[C:15]([O:17]CC)=O.C(=O)([O-])O.[Na+].[C:25]1([CH2:31][CH2:32][CH2:33][NH2:34])[CH:30]=[CH:29][CH:28]=[CH:27][CH:26]=1.O.